From a dataset of HIV replication inhibition screening data with 41,000+ compounds from the AIDS Antiviral Screen. Binary Classification. Given a drug SMILES string, predict its activity (active/inactive) in a high-throughput screening assay against a specified biological target. (1) The molecule is CN(C)C(=N)NC(N)=S. The result is 0 (inactive). (2) The molecule is CN(C(=O)C12C3C4C1C1C4(C(=O)C45C6C7C4C4C5C6C74C)C3C12C)C(C)(C)C. The result is 0 (inactive). (3) The compound is CCCCCCCC(=O)N1C2CC3CCC2(CS1(=O)=O)C3(C)C. The result is 0 (inactive). (4) The molecule is CCCN(CCC)N=Cc1c2c(O)c3c(O)c(C)c4c(c3c1O)C(=O)C(C)(OC=CC(OC)C(C)C(OC(C)=O)C(C)C(O)C(C)C(O)C(C)C=CC=C(C)C(=O)N2)O4. The result is 0 (inactive). (5) The compound is COP(=O)(OC)C(=CC1=CN(C(c2ccccc2)(c2ccccc2)c2ccccc2)CN1)NC=O. The result is 0 (inactive).